From a dataset of Forward reaction prediction with 1.9M reactions from USPTO patents (1976-2016). Predict the product of the given reaction. (1) Given the reactants C[O:2][C:3]([C:5]1[C:10]([O:11][CH2:12][C:13]([F:16])([F:15])[F:14])=[CH:9][CH:8]=[CH:7][N:6]=1)=[O:4].[Li+].[OH-], predict the reaction product. The product is: [F:16][C:13]([F:14])([F:15])[CH2:12][O:11][C:10]1[C:5]([C:3]([OH:4])=[O:2])=[N:6][CH:7]=[CH:8][CH:9]=1. (2) Given the reactants [C:1]([C:3]1[CH:8]=[CH:7][C:6]([C:9]2[CH:14]=[CH:13][C:12](O)=[C:11]([C:16]3[NH:20][C:19]4[CH:21]=[CH:22][C:23]([C:25]#[N:26])=[CH:24][C:18]=4[N:17]=3)[CH:10]=2)=[CH:5][CH:4]=1)#[N:2].[CH:27](C1C=C(C2C=CC=C(C#N)C=2)C=CC=1O)=O.C(O)(=O)C.C(C1C=CC(C2C=CC(OC)=C(C3NC4C=CC(C(N)=N)=CC=4N=3)C=2)=CC=1)(=N)N.C(C1C=C(C2C=CC(O)=C(C3NC4C=CC(C#N)=CC=4N=3)C=2)C=CC=1)#N, predict the reaction product. The product is: [C:1]([C:3]1[CH:8]=[CH:7][C:6]([C:9]2[CH:14]=[CH:13][CH:12]=[C:11]([C:16]3[NH:20][C:19]4[CH:21]=[CH:22][C:23]([C:25]#[N:26])=[CH:24][C:18]=4[N:17]=3)[CH:10]=2)=[C:5]([CH3:27])[CH:4]=1)#[N:2].